From a dataset of Forward reaction prediction with 1.9M reactions from USPTO patents (1976-2016). Predict the product of the given reaction. Given the reactants [Br:1][C:2]1[S:6][C:5]([CH:7]=[CH:8][C:9]([C:11]2[CH:16]=[CH:15][C:14]([N+:17]([O-])=O)=[CH:13][CH:12]=2)=[O:10])=[CH:4][CH:3]=1.[Sn](Cl)Cl, predict the reaction product. The product is: [Br:1][C:2]1[S:6][C:5]([CH:7]=[CH:8][C:9]([C:11]2[CH:12]=[CH:13][C:14]([NH2:17])=[CH:15][CH:16]=2)=[O:10])=[CH:4][CH:3]=1.